Task: Predict the product of the given reaction.. Dataset: Forward reaction prediction with 1.9M reactions from USPTO patents (1976-2016) (1) Given the reactants [S:1]1[C:5]2[CH2:6][NH:7][CH2:8][CH:9]([OH:10])[C:4]=2[CH:3]=[CH:2]1.[Br:11][C:12]1[C:21]2[C:16](=[CH:17][CH:18]=[CH:19][CH:20]=2)[C:15](F)=[CH:14][CH:13]=1, predict the reaction product. The product is: [Br:11][C:12]1[C:21]2[C:16](=[CH:17][CH:18]=[CH:19][CH:20]=2)[C:15]([O:10][CH:9]2[CH2:8][NH:7][CH2:6][C:5]3[S:1][CH:2]=[CH:3][C:4]2=3)=[CH:14][CH:13]=1. (2) Given the reactants [S:1](=[O:38])(=[O:37])([O:3][CH2:4][C@H:5]1[CH2:9][C@@H:8]([NH:10][C:11]2[C:16]([C:17]([C:19]3[S:20][C:21]([CH3:35])=[C:22]([C@H:24]4[C:33]5[C:28](=[CH:29][CH:30]=[C:31]([Cl:34])[CH:32]=5)[CH2:27][CH2:26][NH:25]4)[CH:23]=3)=[O:18])=[CH:15][N:14]=[CH:13][N:12]=2)[CH2:7][C@@H:6]1[OH:36])[NH2:2], predict the reaction product. The product is: [S:1](=[O:37])(=[O:38])([O:3][CH2:4][C@H:5]1[CH2:9][C@@H:8]([NH:10][C:11]2[C:16]([C:17]([C:19]3[S:20][C:21]([CH3:35])=[C:22]([C:24]4[C:33]5[C:28](=[CH:29][CH:30]=[C:31]([Cl:34])[CH:32]=5)[CH2:27][CH2:26][N:25]=4)[CH:23]=3)=[O:18])=[CH:15][N:14]=[CH:13][N:12]=2)[CH2:7][C@@H:6]1[OH:36])[NH2:2]. (3) Given the reactants Br[C:2]1[CH:3]=[C:4]2[C:8](=[CH:9][CH:10]=1)[NH:7][CH:6]=[CH:5]2.[B:11]1([B:11]2[O:15][C:14]([CH3:17])([CH3:16])[C:13]([CH3:19])([CH3:18])[O:12]2)[O:15][C:14]([CH3:17])([CH3:16])[C:13]([CH3:19])([CH3:18])[O:12]1.C([O-])(=O)C.[K+].O, predict the reaction product. The product is: [CH3:18][C:13]1([CH3:19])[C:14]([CH3:17])([CH3:16])[O:15][B:11]([C:2]2[CH:3]=[C:4]3[C:8](=[CH:9][CH:10]=2)[NH:7][CH:6]=[CH:5]3)[O:12]1. (4) Given the reactants Br[C:2]1[S:3][CH:4]=[CH:5][N:6]=1.C([Li])CCC.[CH3:12][C:13]([O:16][C:17](=[O:28])[NH:18][CH2:19][CH2:20][CH2:21][C:22](NCOC)=[O:23])([CH3:15])[CH3:14], predict the reaction product. The product is: [CH3:15][C:13]([O:16][C:17](=[O:28])[NH:18][CH2:19][CH2:20][CH2:21][C:22](=[O:23])[C:2]1[S:3][CH:4]=[CH:5][N:6]=1)([CH3:12])[CH3:14]. (5) Given the reactants C[O:2][C:3]([CH:5]1[CH2:13][C:12]2[C:7](=[CH:8][CH:9]=[CH:10][C:11]=2[F:14])[CH2:6]1)=[O:4], predict the reaction product. The product is: [F:14][C:11]1[CH:10]=[CH:9][CH:8]=[C:7]2[C:12]=1[CH2:13][CH:5]([C:3]([OH:4])=[O:2])[CH2:6]2. (6) Given the reactants C([O:3][C:4](=[O:32])[CH2:5][C:6]1[CH:7]=[C:8]([C:14]2[CH:19]=[CH:18][C:17]([C:20]([F:23])([F:22])[F:21])=[CH:16][C:15]=2[CH2:24][S:25][C:26]2[CH:31]=[CH:30][CH:29]=[CH:28][CH:27]=2)[C:9]([O:12][CH3:13])=[CH:10][CH:11]=1)C.[OH-].[Li+], predict the reaction product. The product is: [CH3:13][O:12][C:9]1[C:8]([C:14]2[CH:19]=[CH:18][C:17]([C:20]([F:23])([F:21])[F:22])=[CH:16][C:15]=2[CH2:24][S:25][C:26]2[CH:27]=[CH:28][CH:29]=[CH:30][CH:31]=2)=[CH:7][C:6]([CH2:5][C:4]([OH:32])=[O:3])=[CH:11][CH:10]=1.